From a dataset of Peptide-MHC class II binding affinity with 134,281 pairs from IEDB. Regression. Given a peptide amino acid sequence and an MHC pseudo amino acid sequence, predict their binding affinity value. This is MHC class II binding data. The peptide sequence is GYKDWILWISFAISC. The MHC is DRB1_0401 with pseudo-sequence DRB1_0401. The binding affinity (normalized) is 0.0420.